From a dataset of NCI-60 drug combinations with 297,098 pairs across 59 cell lines. Regression. Given two drug SMILES strings and cell line genomic features, predict the synergy score measuring deviation from expected non-interaction effect. (1) Drug 1: CC=C1C(=O)NC(C(=O)OC2CC(=O)NC(C(=O)NC(CSSCCC=C2)C(=O)N1)C(C)C)C(C)C. Drug 2: CC12CCC3C(C1CCC2O)C(CC4=C3C=CC(=C4)O)CCCCCCCCCS(=O)CCCC(C(F)(F)F)(F)F. Cell line: A498. Synergy scores: CSS=21.1, Synergy_ZIP=-0.702, Synergy_Bliss=7.13, Synergy_Loewe=-15.6, Synergy_HSA=7.05. (2) Drug 1: CC=C1C(=O)NC(C(=O)OC2CC(=O)NC(C(=O)NC(CSSCCC=C2)C(=O)N1)C(C)C)C(C)C. Drug 2: C1CCC(C(C1)N)N.C(=O)(C(=O)[O-])[O-].[Pt+4]. Cell line: HT29. Synergy scores: CSS=88.4, Synergy_ZIP=-0.0986, Synergy_Bliss=-1.52, Synergy_Loewe=-2.60, Synergy_HSA=-1.44. (3) Drug 1: COC1=C(C=C2C(=C1)N=CN=C2NC3=CC(=C(C=C3)F)Cl)OCCCN4CCOCC4. Drug 2: C1=NNC2=C1C(=O)NC=N2. Cell line: PC-3. Synergy scores: CSS=22.9, Synergy_ZIP=1.17, Synergy_Bliss=5.91, Synergy_Loewe=-12.4, Synergy_HSA=6.31. (4) Drug 1: C1=CN(C=N1)CC(O)(P(=O)(O)O)P(=O)(O)O. Drug 2: C1CNP(=O)(OC1)N(CCCl)CCCl. Cell line: SNB-75. Synergy scores: CSS=1.40, Synergy_ZIP=-1.36, Synergy_Bliss=-2.07, Synergy_Loewe=-2.57, Synergy_HSA=-2.02. (5) Drug 1: CS(=O)(=O)CCNCC1=CC=C(O1)C2=CC3=C(C=C2)N=CN=C3NC4=CC(=C(C=C4)OCC5=CC(=CC=C5)F)Cl. Drug 2: CCCCC(=O)OCC(=O)C1(CC(C2=C(C1)C(=C3C(=C2O)C(=O)C4=C(C3=O)C=CC=C4OC)O)OC5CC(C(C(O5)C)O)NC(=O)C(F)(F)F)O. Cell line: U251. Synergy scores: CSS=43.1, Synergy_ZIP=3.92, Synergy_Bliss=4.31, Synergy_Loewe=-15.4, Synergy_HSA=1.05. (6) Drug 1: CC1C(C(=O)NC(C(=O)N2CCCC2C(=O)N(CC(=O)N(C(C(=O)O1)C(C)C)C)C)C(C)C)NC(=O)C3=C4C(=C(C=C3)C)OC5=C(C(=O)C(=C(C5=N4)C(=O)NC6C(OC(=O)C(N(C(=O)CN(C(=O)C7CCCN7C(=O)C(NC6=O)C(C)C)C)C)C(C)C)C)N)C. Drug 2: C(CCl)NC(=O)N(CCCl)N=O. Cell line: SF-295. Synergy scores: CSS=14.1, Synergy_ZIP=-5.51, Synergy_Bliss=0.00570, Synergy_Loewe=-4.32, Synergy_HSA=0.0687. (7) Drug 1: C1CNP(=O)(OC1)N(CCCl)CCCl. Drug 2: C1CN(P(=O)(OC1)NCCCl)CCCl. Cell line: BT-549. Synergy scores: CSS=1.47, Synergy_ZIP=1.35, Synergy_Bliss=4.37, Synergy_Loewe=3.55, Synergy_HSA=1.94.